From a dataset of Full USPTO retrosynthesis dataset with 1.9M reactions from patents (1976-2016). Predict the reactants needed to synthesize the given product. (1) Given the product [F:22][C:17]1[CH:18]=[CH:19][CH:20]=[CH:21][C:16]=1[CH2:15][N:14]1[C:13]2[C:8](=[N:9][C:10]([CH3:23])=[CH:11][CH:12]=2)[C:7]([C:24]2[C:25]([O:30][CH3:31])=[N:26][CH:27]=[CH:28][CH:29]=2)=[C:6]1[C:4]([OH:5])=[O:3], predict the reactants needed to synthesize it. The reactants are: C([O:3][C:4]([C:6]1[N:14]([CH2:15][C:16]2[CH:21]=[CH:20][CH:19]=[CH:18][C:17]=2[F:22])[C:13]2[C:8](=[N:9][C:10]([CH3:23])=[CH:11][CH:12]=2)[C:7]=1[C:24]1[C:25]([O:30][CH3:31])=[N:26][CH:27]=[CH:28][CH:29]=1)=[O:5])C.[OH-].[Li+].Cl. (2) Given the product [C:28]([O:32][C:33](=[O:37])[CH:34]([N:13]1[C:14]2[C:10](=[C:9]([O:8][CH2:7][C:6]3[S:5][C:4]([C:18]4[CH:23]=[CH:22][C:21]([C:24]([F:27])([F:25])[F:26])=[CH:20][CH:19]=4)=[N:3][C:2]=3[CH3:1])[CH:17]=[CH:16][CH:15]=2)[CH:11]=[CH:12]1)[CH3:35])([CH3:31])([CH3:30])[CH3:29], predict the reactants needed to synthesize it. The reactants are: [CH3:1][C:2]1[N:3]=[C:4]([C:18]2[CH:23]=[CH:22][C:21]([C:24]([F:27])([F:26])[F:25])=[CH:20][CH:19]=2)[S:5][C:6]=1[CH2:7][O:8][C:9]1[CH:17]=[CH:16][CH:15]=[C:14]2[C:10]=1[CH:11]=[CH:12][NH:13]2.[C:28]([O:32][C:33](=[O:37])[CH:34](Br)[CH3:35])([CH3:31])([CH3:30])[CH3:29].[H-].[Na+].